Dataset: Reaction yield outcomes from USPTO patents with 853,638 reactions. Task: Predict the reaction yield, written as a fraction of the theoretical maximum amount of product (1.0 means a 100% yield; for example, 0.34 means a 34% yield). (1) The reactants are [CH2:1]([N:8]1[CH2:12][C@H:11]([C:13]2[CH:18]=[CH:17][C:16]([Cl:19])=[CH:15][CH:14]=2)[C@@H:10]([C@@H:20]([OH:22])[CH3:21])[CH2:9]1)[C:2]1[CH:7]=[CH:6][CH:5]=[CH:4][CH:3]=1.[H-].[Na+].Cl[C:26]1[CH:33]=[CH:32][C:29]([C:30]#[N:31])=[CH:28][N:27]=1. The catalyst is CN(C=O)C. The product is [CH2:1]([N:8]1[CH2:12][C@H:11]([C:13]2[CH:14]=[CH:15][C:16]([Cl:19])=[CH:17][CH:18]=2)[C@@H:10]([C@@H:20]([O:22][C:26]2[CH:33]=[CH:32][C:29]([C:30]#[N:31])=[CH:28][N:27]=2)[CH3:21])[CH2:9]1)[C:2]1[CH:3]=[CH:4][CH:5]=[CH:6][CH:7]=1. The yield is 0.800. (2) The reactants are [Cl:1][C:2]1[CH:3]=[C:4]([C:9]2[N:13]([CH3:14])[N:12]=[C:11]([C:15](=[N:17][NH:18][C:19]([NH:21][C:22]3[CH:31]=[CH:30][C:25]([C:26]([O:28]C)=[O:27])=[C:24]([N+:32]([O-:34])=[O:33])[CH:23]=3)=[S:20])[CH3:16])[C:10]=2[OH:35])[CH:5]=[CH:6][C:7]=1[Cl:8].[OH-].[Na+].Cl.O. The catalyst is CO. The product is [Cl:1][C:2]1[CH:3]=[C:4]([C:9]2[N:13]([CH3:14])[N:12]=[C:11]([C:15](=[N:17][NH:18][C:19]([NH:21][C:22]3[CH:31]=[CH:30][C:25]([C:26]([OH:28])=[O:27])=[C:24]([N+:32]([O-:34])=[O:33])[CH:23]=3)=[S:20])[CH3:16])[C:10]=2[OH:35])[CH:5]=[CH:6][C:7]=1[Cl:8]. The yield is 0.480.